Dataset: Forward reaction prediction with 1.9M reactions from USPTO patents (1976-2016). Task: Predict the product of the given reaction. The product is: [Br:1][C:2]1[CH:3]=[C:4]([CH:8]=[C:9]([N+:11]([O-:13])=[O:12])[CH:10]=1)[C:5]([NH:17][CH:15]([CH3:16])[CH3:14])=[O:7]. Given the reactants [Br:1][C:2]1[CH:3]=[C:4]([CH:8]=[C:9]([N+:11]([O-:13])=[O:12])[CH:10]=1)[C:5]([OH:7])=O.[CH3:14][CH:15]([NH2:17])[CH3:16].CCN(C(C)C)C(C)C.CN(C(ON1N=NC2C=CC=NC1=2)=[N+](C)C)C.F[P-](F)(F)(F)(F)F, predict the reaction product.